Dataset: Reaction yield outcomes from USPTO patents with 853,638 reactions. Task: Predict the reaction yield, written as a fraction of the theoretical maximum amount of product (1.0 means a 100% yield; for example, 0.34 means a 34% yield). (1) The reactants are [Cl:1][C:2]1[CH:3]=[C:4]2[C:8](=[C:9]([C:11]([OH:13])=O)[CH:10]=1)[NH:7][CH:6]=[CH:5]2.CN(C(ON1N=NC2C=CC=CC1=2)=[N+](C)C)C.[B-](F)(F)(F)F.C(N(CC)C(C)C)(C)C.[C:45]([C:49]1[CH:66]=[CH:65][C:52]([CH2:53][NH:54][CH2:55][CH2:56][C:57]2[CH:62]=[CH:61][C:60]([F:63])=[C:59]([Cl:64])[CH:58]=2)=[CH:51][CH:50]=1)([CH3:48])([CH3:47])[CH3:46]. The catalyst is CN(C=O)C.O. The product is [C:45]([C:49]1[CH:66]=[CH:65][C:52]([CH2:53][N:54]([CH2:55][CH2:56][C:57]2[CH:62]=[CH:61][C:60]([F:63])=[C:59]([Cl:64])[CH:58]=2)[C:11]([C:9]2[CH:10]=[C:2]([Cl:1])[CH:3]=[C:4]3[C:8]=2[NH:7][CH:6]=[CH:5]3)=[O:13])=[CH:51][CH:50]=1)([CH3:48])([CH3:46])[CH3:47]. The yield is 0.680. (2) The reactants are [Br:1][C:2]1[NH:6][CH:5]=[C:4]([CH2:7][N:8]([CH3:16])[C:9](=[O:15])[O:10][C:11]([CH3:14])([CH3:13])[CH3:12])[CH:3]=1.[H-].[Na+].C1OCCOCCOCCOCCOC1.[CH3:34][C:35]1[N:40]=[CH:39][C:38]([S:41](Cl)(=[O:43])=[O:42])=[CH:37][CH:36]=1. The catalyst is O1CCCC1.O. The product is [C:11]([O:10][C:9](=[O:15])[N:8]([CH2:7][C:4]1[CH:3]=[C:2]([Br:1])[N:6]([S:41]([C:38]2[CH:39]=[N:40][C:35]([CH3:34])=[CH:36][CH:37]=2)(=[O:43])=[O:42])[CH:5]=1)[CH3:16])([CH3:12])([CH3:13])[CH3:14]. The yield is 0.790. (3) The reactants are [Cl:1][C:2]1[CH:3]=[C:4]([CH:16]=[CH:17][CH:18]=1)[C:5]([NH:7][C:8]1[C:9](Cl)=[N:10][CH:11]=[C:12]([Cl:14])[CH:13]=1)=[O:6].[NH:19]1[CH2:24][CH2:23][CH:22]([CH2:25][CH2:26][OH:27])[CH2:21][CH2:20]1. The catalyst is C(#N)C. The product is [Cl:1][C:2]1[CH:3]=[C:4]([CH:16]=[CH:17][CH:18]=1)[C:5]([NH:7][C:8]1[C:9]([N:19]2[CH2:24][CH2:23][CH:22]([CH2:25][CH2:26][OH:27])[CH2:21][CH2:20]2)=[N:10][CH:11]=[C:12]([Cl:14])[CH:13]=1)=[O:6]. The yield is 0.760.